Dataset: Forward reaction prediction with 1.9M reactions from USPTO patents (1976-2016). Task: Predict the product of the given reaction. (1) The product is: [Cl:24][C:22]1[CH:23]=[C:18]2[N:17]([CH2:25][CH3:26])[C:16](=[O:27])[N:15]([C:12]3[CH:13]=[CH:14][C:9]([OH:8])=[CH:10][CH:11]=3)[C:19]2=[N:20][CH:21]=1. Given the reactants C([O:8][C:9]1[CH:14]=[CH:13][C:12]([N:15]2[C:19]3=[N:20][CH:21]=[C:22]([Cl:24])[CH:23]=[C:18]3[N:17]([CH2:25][CH3:26])[C:16]2=[O:27])=[CH:11][CH:10]=1)C1C=CC=CC=1, predict the reaction product. (2) Given the reactants [CH3:1][O:2][C:3](=[O:66])[C@@H:4]([NH:20][C:21]([C@@H:23]1[CH2:32][C:31]2[CH:30]=[C:29]3[O:33][CH2:34][C@H:35]([C:37]4[CH:42]=[CH:41][C:40]([O:43][CH2:44][C:45]5[CH:50]=[CH:49][C:48]([Cl:51])=[C:47]([Cl:52])[CH:46]=5)=[CH:39][CH:38]=4)[O:36][C:28]3=[CH:27][C:26]=2[CH2:25][N:24]1[S:53]([C:56]1[S:60][C:59]([NH:61][C:62](=[O:64])[CH3:63])=[N:58][C:57]=1[CH3:65])(=[O:55])=[O:54])=[O:22])[CH2:5][C:6]1[CH:11]=[CH:10][C:9]([C:12]2[CH:17]=[CH:16][C:15]([C:18]#[N:19])=[CH:14][CH:13]=2)=[CH:8][CH:7]=1.CI.[C:69]([O-])([O-])=O.[K+].[K+], predict the reaction product. The product is: [CH3:1][O:2][C:3](=[O:66])[C@@H:4]([NH:20][C:21]([C@@H:23]1[CH2:32][C:31]2[CH:30]=[C:29]3[O:33][CH2:34][C@H:35]([C:37]4[CH:38]=[CH:39][C:40]([O:43][CH2:44][C:45]5[CH:50]=[CH:49][C:48]([Cl:51])=[C:47]([Cl:52])[CH:46]=5)=[CH:41][CH:42]=4)[O:36][C:28]3=[CH:27][C:26]=2[CH2:25][N:24]1[S:53]([C:56]1[S:60][C:59]([N:61]([C:62](=[O:64])[CH3:63])[CH3:69])=[N:58][C:57]=1[CH3:65])(=[O:55])=[O:54])=[O:22])[CH2:5][C:6]1[CH:7]=[CH:8][C:9]([C:12]2[CH:17]=[CH:16][C:15]([C:18]#[N:19])=[CH:14][CH:13]=2)=[CH:10][CH:11]=1. (3) Given the reactants [NH2:1][C:2]1[CH:3]=[C:4]([NH:12][C:13]2[C:18]([N+:19]([O-:21])=[O:20])=[CH:17][CH:16]=[CH:15][N:14]=2)[CH:5]=[C:6]([C:8]([O:10][CH3:11])=[O:9])[CH:7]=1.C(N(CC)CC)C.[C:29](OC(=O)C)(=[O:31])[CH3:30].C(=O)(O)[O-].[Na+], predict the reaction product. The product is: [C:29]([NH:1][C:2]1[CH:3]=[C:4]([NH:12][C:13]2[C:18]([N+:19]([O-:21])=[O:20])=[CH:17][CH:16]=[CH:15][N:14]=2)[CH:5]=[C:6]([C:8]([O:10][CH3:11])=[O:9])[CH:7]=1)(=[O:31])[CH3:30]. (4) Given the reactants [C:1]1([C:7]2[O:8][C:9]([C:15]([F:18])([F:17])[F:16])=[C:10]([C:12]([OH:14])=O)[N:11]=2)[CH:6]=[CH:5][CH:4]=[CH:3][CH:2]=1.[CH3:19][O:20][CH:21]1[CH2:25][CH2:24][N:23]([C:26]2[N:31]=[CH:30][C:29]([NH2:32])=[CH:28][CH:27]=2)[CH2:22]1, predict the reaction product. The product is: [CH3:19][O:20][CH:21]1[CH2:25][CH2:24][N:23]([C:26]2[N:31]=[CH:30][C:29]([NH:32][C:12]([C:10]3[N:11]=[C:7]([C:1]4[CH:2]=[CH:3][CH:4]=[CH:5][CH:6]=4)[O:8][C:9]=3[C:15]([F:18])([F:17])[F:16])=[O:14])=[CH:28][CH:27]=2)[CH2:22]1. (5) Given the reactants [CH3:1][O:2][C:3](=[O:35])[C:4]([CH3:34])([O:27][C:28]1[CH:33]=[CH:32][CH:31]=[CH:30][CH:29]=1)[CH2:5][C:6]1[S:7][C:8]([C:11](=[O:26])[CH2:12][CH2:13][C:14]2[N:15]=[C:16]([C:20]3[CH:25]=[CH:24][CH:23]=[CH:22][CH:21]=3)[O:17][C:18]=2[CH3:19])=[CH:9][CH:10]=1.CO.[BH4-].[Na+].CCOC(C)=O, predict the reaction product. The product is: [CH3:1][O:2][C:3](=[O:35])[C:4]([CH3:34])([O:27][C:28]1[CH:33]=[CH:32][CH:31]=[CH:30][CH:29]=1)[CH2:5][C:6]1[S:7][C:8]([CH:11]([OH:26])[CH2:12][CH2:13][C:14]2[N:15]=[C:16]([C:20]3[CH:21]=[CH:22][CH:23]=[CH:24][CH:25]=3)[O:17][C:18]=2[CH3:19])=[CH:9][CH:10]=1. (6) Given the reactants [OH:1][C:2]1[CH:25]=[CH:24][C:5]([CH2:6][NH:7][C:8](=[O:23])[CH2:9][CH2:10][C:11]2[CH:16]=[CH:15][C:14]([O:17][CH2:18][C:19]#[CH:20])=[C:13]([O:21][CH3:22])[CH:12]=2)=[CH:4][CH:3]=1.[CH2:26](Br)[C:27]#[CH:28].C(=O)([O-])[O-].[K+].[K+].C(#N)C, predict the reaction product. The product is: [CH2:28]([O:1][C:2]1[CH:3]=[CH:4][C:5]([CH2:6][NH:7][C:8](=[O:23])[CH2:9][CH2:10][C:11]2[CH:16]=[CH:15][C:14]([O:17][CH2:18][C:19]#[CH:20])=[C:13]([O:21][CH3:22])[CH:12]=2)=[CH:24][CH:25]=1)[C:27]#[CH:26]. (7) Given the reactants [OH:1][CH:2]1[C:11]2[CH2:10][S:9][N:8]=[C:7]([N:12](C(OC(C)(C)C)=O)C(OC(C)(C)C)=O)[C:6]3=[N:27][N:28]([CH2:30][C:31]4[C:36]([CH3:37])=[C:35]([O:38][CH3:39])[C:34]([CH3:40])=[CH:33][N:32]=4)[N:29]=[C:4]([C:5]=23)[CH2:3]1.ClCCl.Cl, predict the reaction product. The product is: [NH2:12][C:7]1[C:6]2[C:5]3[C:4](=[N:29][N:28]([CH2:30][C:31]4[C:36]([CH3:37])=[C:35]([O:38][CH3:39])[C:34]([CH3:40])=[CH:33][N:32]=4)[N:27]=2)[CH2:3][CH:2]([OH:1])[C:11]=3[CH2:10][S:9][N:8]=1. (8) Given the reactants C1CO[C:8]23OCC[O:12][C:3]2([C@:4]2([CH2:27][CH2:26][C@H:25]4[C@@H:15]([CH2:16]/[C:17](=[N:28]\[O:29][CH3:30])/[CH:18]5[C@:23]4([CH3:24])[CH2:22][CH2:21][CH2:20][CH2:19]5)[C@@H:6]2[CH2:7]3)[CH3:5])O1.C=C1C2[C@](C)(CCC(=[O:50])C2)[C@@H]2[C@H]([C@H]3[C@@](CC2)(C)C(=O)CC3)C1, predict the reaction product. The product is: [CH3:30][O:29]/[N:28]=[C:17]1\[CH2:16][C@@H:15]2[C@@H:25]([C@:23]3([CH3:24])[CH:18]\1[CH2:19][C:20](=[O:50])[CH2:21][CH2:22]3)[CH2:26][CH2:27][C@@:4]1([CH3:5])[C@H:6]2[CH2:7][CH2:8][C:3]1=[O:12]. (9) The product is: [C:15]1([C:23]2[CH:24]=[CH:25][CH:26]=[CH:27][CH:28]=2)[CH:20]=[CH:19][CH:18]=[C:17]([CH2:21][N:12]2[CH2:11][CH2:10][N:9]([C:3]3[CH:4]=[CH:5][CH:6]=[C:7]([CH3:8])[C:2]=3[CH3:1])[CH2:14][CH2:13]2)[CH:16]=1. Given the reactants [CH3:1][C:2]1[C:7]([CH3:8])=[CH:6][CH:5]=[CH:4][C:3]=1[N:9]1[CH2:14][CH2:13][NH:12][CH2:11][CH2:10]1.[C:15]1([C:23]2[CH:28]=[CH:27][CH:26]=[CH:25][CH:24]=2)[CH:20]=[CH:19][CH:18]=[C:17]([CH:21]=O)[CH:16]=1.[BH-](OC(C)=O)(OC(C)=O)OC(C)=O.[Na+].C1(C2C=CC=CC=2)C=CC=CC=1CN1CCN(C2C=CC=CC=2)CC1, predict the reaction product. (10) Given the reactants [CH3:1][O:2][C:3](=[O:34])[C:4]([C:16]1[CH:21]=[CH:20][C:19]([O:22][C:23]2[CH:28]=[CH:27][C:26]([CH2:29][CH2:30][C:31](=[O:33])[NH2:32])=[CH:25][CH:24]=2)=[CH:18][CH:17]=1)=[CH:5][C:6]1[CH:11]=[C:10]([O:12][CH3:13])[CH:9]=[C:8]([O:14][CH3:15])[CH:7]=1.C([N-]C(C)C)(C)C.[Li+].Cl[C:44]([O:46][CH2:47][CH3:48])=[O:45], predict the reaction product. The product is: [CH3:1][O:2][C:3](=[O:34])[C:4]([C:16]1[CH:21]=[CH:20][C:19]([O:22][C:23]2[CH:24]=[CH:25][C:26]([CH2:29][CH2:30][C:31]([NH:32][C:44]([O:46][CH2:47][CH3:48])=[O:45])=[O:33])=[CH:27][CH:28]=2)=[CH:18][CH:17]=1)=[CH:5][C:6]1[CH:11]=[C:10]([O:12][CH3:13])[CH:9]=[C:8]([O:14][CH3:15])[CH:7]=1.